Dataset: Reaction yield outcomes from USPTO patents with 853,638 reactions. Task: Predict the reaction yield, written as a fraction of the theoretical maximum amount of product (1.0 means a 100% yield; for example, 0.34 means a 34% yield). (1) The yield is 0.750. The reactants are [C:1]1([CH2:7][CH2:8][S:9][C:10]2[N:15]=[C:14]([C:16]3[S:17][C:18]4[CH:26]=[CH:25][CH:24]=[CH:23][C:19]=4[C:20](=[O:22])[N:21]=3)[CH:13]=[CH:12][CH:11]=2)[CH:6]=[CH:5][CH:4]=[CH:3][CH:2]=1.ClC1C=CC=C(C(OO)=[O:35])C=1. The product is [C:1]1([CH2:7][CH2:8][S:9]([C:10]2[N:15]=[C:14]([C:16]3[S:17][C:18]4[CH:26]=[CH:25][CH:24]=[CH:23][C:19]=4[C:20](=[O:22])[N:21]=3)[CH:13]=[CH:12][CH:11]=2)=[O:35])[CH:2]=[CH:3][CH:4]=[CH:5][CH:6]=1. The catalyst is C(Cl)(Cl)Cl. (2) The reactants are [F:1][C:2]1[CH:3]=[C:4]([C:21]2[CH:22]=[N:23][N:24]3[CH:29]=[CH:28][C:27]([N:30]4[C@@:34]([CH3:41])([C:35]5[CH:40]=[CH:39][CH:38]=[CH:37][CH:36]=5)[CH2:33][O:32][C:31]4=[O:42])=[N:26][C:25]=23)[CH:5]=[CH:6][C:7]=1[C:8]1[N:12]=[CH:11][N:10](COCC[Si](C)(C)C)[N:9]=1.FC1C=C(C2C=NN3C=CC(N4[C@@](C)(C5C=CC=CC=5)COC4=O)=NC=23)C=CC=1C1N(COCC[Si](C)(C)C)N=CN=1. No catalyst specified. The product is [F:1][C:2]1[CH:3]=[C:4]([C:21]2[CH:22]=[N:23][N:24]3[CH:29]=[CH:28][C:27]([N:30]4[C@@:34]([CH3:41])([C:35]5[CH:40]=[CH:39][CH:38]=[CH:37][CH:36]=5)[CH2:33][O:32][C:31]4=[O:42])=[N:26][C:25]=23)[CH:5]=[CH:6][C:7]=1[C:8]1[N:12]=[CH:11][NH:10][N:9]=1. The yield is 0.750. (3) The yield is 0.810. The catalyst is CN(C)C=O.CN(C)C(=O)C. The reactants are [CH3:1][C:2]1[O:3][C:4]([C:8]([OH:10])=O)=[C:5]([CH3:7])[N:6]=1.O1CCCC1.C(Cl)(=O)C(Cl)=O.[NH2:22][C:23]1[CH:24]=[C:25]([CH:42]=[CH:43][C:44]=1[CH3:45])[O:26][C:27]1[CH:28]=[CH:29][C:30]2[N:31]([CH:33]=[C:34]([NH:36][C:37]([CH:39]3[CH2:41][CH2:40]3)=[O:38])[N:35]=2)[N:32]=1. The product is [CH:39]1([C:37]([NH:36][C:34]2[N:35]=[C:30]3[CH:29]=[CH:28][C:27]([O:26][C:25]4[CH:42]=[CH:43][C:44]([CH3:45])=[C:23]([NH:22][C:8]([C:4]5[O:3][C:2]([CH3:1])=[N:6][C:5]=5[CH3:7])=[O:10])[CH:24]=4)=[N:32][N:31]3[CH:33]=2)=[O:38])[CH2:40][CH2:41]1.